This data is from Full USPTO retrosynthesis dataset with 1.9M reactions from patents (1976-2016). The task is: Predict the reactants needed to synthesize the given product. (1) Given the product [C:1]([C:3]1[CH:4]=[C:5]([C:16]2[CH:21]=[CH:20][N:19]=[C:18]3[NH:22][C:23]([C:25]4[CH2:30][CH2:29][N:28]([C:31]([O:33][C:34]([CH3:37])([CH3:36])[CH3:35])=[O:32])[CH2:27][CH:26]=4)=[CH:24][C:17]=23)[CH:6]=[CH:7][C:8]=1[O:9][CH:10]1[CH2:15][CH2:14][O:13][CH2:12][CH2:11]1)#[N:2], predict the reactants needed to synthesize it. The reactants are: [C:1]([C:3]1[CH:4]=[C:5]([C:16]2[CH:21]=[CH:20][N:19]=[C:18]3[N:22](S(C4C=CC=CC=4)(=O)=O)[C:23]([C:25]4[CH2:30][CH2:29][N:28]([C:31]([O:33][C:34]([CH3:37])([CH3:36])[CH3:35])=[O:32])[CH2:27][CH:26]=4)=[CH:24][C:17]=23)[CH:6]=[CH:7][C:8]=1[O:9][CH:10]1[CH2:15][CH2:14][O:13][CH2:12][CH2:11]1)#[N:2].[OH-].[Na+].CCO. (2) Given the product [CH3:29][O:19][C:18](=[O:20])[C:17]1[CH:21]=[CH:22][C:14]([NH:13][S:10]([CH2:9][CH2:8][C:5]2[CH:6]=[CH:7][C:2]([Cl:1])=[CH:3][C:4]=2[O:27][CH3:28])(=[O:12])=[O:11])=[C:15]([S:23](=[O:25])(=[O:26])[NH2:24])[CH:16]=1, predict the reactants needed to synthesize it. The reactants are: [Cl:1][C:2]1[CH:7]=[CH:6][C:5]([CH2:8][CH2:9][S:10]([NH:13][C:14]2[CH:22]=[CH:21][C:17]([C:18]([OH:20])=[O:19])=[CH:16][C:15]=2[S:23](=[O:26])(=[O:25])[NH2:24])(=[O:12])=[O:11])=[C:4]([O:27][CH3:28])[CH:3]=1.[CH3:29]O.